This data is from Full USPTO retrosynthesis dataset with 1.9M reactions from patents (1976-2016). The task is: Predict the reactants needed to synthesize the given product. (1) Given the product [OH:20][CH2:19][C:12]1[C:13]2[C:18](=[CH:17][CH:16]=[CH:15][CH:14]=2)[C:9](=[O:22])[NH:10][N:11]=1, predict the reactants needed to synthesize it. The reactants are: ClC(OCC(C)C)=O.[C:9]1(=[O:22])[C:18]2[C:13](=[CH:14][CH:15]=[CH:16][CH:17]=2)[C:12]([C:19](O)=[O:20])=[N:11][NH:10]1.C(N(CC)CC)C.[BH4-].[Na+].Cl. (2) Given the product [Cl-:7].[CH:14]([C:13]1[CH:16]=[C:9]([CH:10]=[CH:11][C:12]=1[OH:17])[CH2:8][N+:4]1[CH:5]=[CH:6][N:2]([CH3:1])[CH:3]=1)=[O:15], predict the reactants needed to synthesize it. The reactants are: [CH3:1][N:2]1[CH:6]=[CH:5][N:4]=[CH:3]1.[Cl:7][CH2:8][C:9]1[CH:10]=[CH:11][C:12]([OH:17])=[C:13]([CH:16]=1)[CH:14]=[O:15]. (3) Given the product [CH2:31]([N:4]1[C:5]2[C:10](=[O:11])[N:9]([CH2:12][C:13]3[C:22]4[C:17](=[CH:18][CH:19]=[CH:20][CH:21]=4)[CH:16]=[CH:15][CH:14]=3)[N:8]=[CH:7][C:6]=2[N:23]=[C:3]1[S:2][CH3:1])[C:32]#[C:33][CH3:34], predict the reactants needed to synthesize it. The reactants are: [CH3:1][S:2][C:3]1[NH:4][C:5]2[C:10](=[O:11])[N:9]([CH2:12][C:13]3[C:22]4[C:17](=[CH:18][CH:19]=[CH:20][CH:21]=4)[CH:16]=[CH:15][CH:14]=3)[N:8]=[CH:7][C:6]=2[N:23]=1.C(=O)([O-])[O-].[K+].[K+].Br[CH2:31][C:32]#[C:33][CH3:34]. (4) Given the product [C:1]([O:5][C:6]([N:8]1[CH2:9][CH:10]=[C:11]([C:14]2[S:15][CH:16]=[C:17]([C:19]([OH:21])=[O:20])[CH:18]=2)[CH2:12][CH2:13]1)=[O:7])([CH3:4])([CH3:2])[CH3:3], predict the reactants needed to synthesize it. The reactants are: [C:1]([O:5][C:6]([N:8]1[CH2:13][CH:12]=[C:11]([C:14]2[S:15][CH:16]=[C:17]([C:19]([O:21]CC)=[O:20])[CH:18]=2)[CH2:10][CH2:9]1)=[O:7])([CH3:4])([CH3:3])[CH3:2].[Na].[OH-]. (5) Given the product [Cl:22][C:18]1[CH:17]=[C:16]([CH:21]=[CH:20][CH:19]=1)[CH2:15][C:13]1[CH:14]=[C:10]([CH2:9][OH:8])[S:11][C:12]=1[CH3:23], predict the reactants needed to synthesize it. The reactants are: C([Si]([O:8][CH2:9][C:10]1[S:11][C:12]([CH3:23])=[C:13]([CH2:15][C:16]2[CH:21]=[CH:20][CH:19]=[C:18]([Cl:22])[CH:17]=2)[CH:14]=1)(C)C)(C)(C)C.Cl.C([O-])(O)=O.[Na+]. (6) Given the product [CH3:7][O:6][CH:5]([O:8][CH3:9])[CH2:4][O:13][CH2:12][CH2:11][OH:14], predict the reactants needed to synthesize it. The reactants are: [OH-].[K+].Cl[CH2:4][CH:5]([O:8][CH3:9])[O:6][CH3:7].O.[CH2:11]([OH:14])[CH2:12][OH:13]. (7) Given the product [ClH:1].[CH2:2]([N:5]([CH2:28][CH2:29][C:30]([OH:32])=[O:31])[C:6]([C:8]1[CH:9]=[CH:10][C:11]2[S:15][C:14]([CH2:16][NH:17][C:18]3[CH:23]=[CH:22][C:21]([C:24](=[NH:25])[NH2:26])=[CH:20][CH:19]=3)=[N:13][C:12]=2[CH:27]=1)=[O:7])[CH2:3][CH3:4], predict the reactants needed to synthesize it. The reactants are: [ClH:1].[CH2:2]([N:5]([CH2:28][CH2:29][C:30]([O:32]CC)=[O:31])[C:6]([C:8]1[CH:9]=[CH:10][C:11]2[S:15][C:14]([CH2:16][NH:17][C:18]3[CH:23]=[CH:22][C:21]([C:24](=[NH:26])[NH2:25])=[CH:20][CH:19]=3)=[N:13][C:12]=2[CH:27]=1)=[O:7])[CH2:3][CH3:4].[OH-].[Na+].